Dataset: Full USPTO retrosynthesis dataset with 1.9M reactions from patents (1976-2016). Task: Predict the reactants needed to synthesize the given product. (1) Given the product [F:11][C:9]1[CH:8]=[CH:7][C:3]([C:4]([OH:6])=[O:5])=[C:2]([NH:1][C:23](=[O:24])[C:22]2[CH:21]=[CH:20][C:19]([O:12][C:13]3[CH:18]=[CH:17][CH:16]=[CH:15][CH:14]=3)=[CH:27][CH:26]=2)[CH:10]=1, predict the reactants needed to synthesize it. The reactants are: [NH2:1][C:2]1[CH:10]=[C:9]([F:11])[CH:8]=[CH:7][C:3]=1[C:4]([OH:6])=[O:5].[O:12]([C:19]1[CH:27]=[CH:26][C:22]([C:23](Cl)=[O:24])=[CH:21][CH:20]=1)[C:13]1[CH:18]=[CH:17][CH:16]=[CH:15][CH:14]=1. (2) Given the product [CH2:8]([O:15][C:16]1[CH:31]=[CH:30][C:29]([C:32]2[O:33][CH:1]=[N:35][N:34]=2)=[CH:28][C:17]=1[C:18]([O:20][CH2:21][C:22]1[CH:27]=[CH:26][CH:25]=[CH:24][CH:23]=1)=[O:19])[C:9]1[CH:10]=[CH:11][CH:12]=[CH:13][CH:14]=1, predict the reactants needed to synthesize it. The reactants are: [CH:1](OC)(OC)OC.[CH2:8]([O:15][C:16]1[CH:31]=[CH:30][C:29]([C:32]([NH:34][NH2:35])=[O:33])=[CH:28][C:17]=1[C:18]([O:20][CH2:21][C:22]1[CH:27]=[CH:26][CH:25]=[CH:24][CH:23]=1)=[O:19])[C:9]1[CH:14]=[CH:13][CH:12]=[CH:11][CH:10]=1. (3) The reactants are: [Br:1][C:2]1[CH:3]=[CH:4][C:5]([F:15])=[C:6]([C@:8]2([CH3:14])[CH2:12][O:11]C(=O)[NH:9]2)[CH:7]=1.C(O)C.O.[OH-].[Li+]. Given the product [NH2:9][C@@:8]([C:6]1[CH:7]=[C:2]([Br:1])[CH:3]=[CH:4][C:5]=1[F:15])([CH3:14])[CH2:12][OH:11], predict the reactants needed to synthesize it.